Dataset: Forward reaction prediction with 1.9M reactions from USPTO patents (1976-2016). Task: Predict the product of the given reaction. The product is: [CH2:17]([C:11]1[C:12](=[O:13])[N:6]2[N:5]=[CH:4][C:3]([C:7]#[N:8])=[C:2]2[NH:1][C:9]=1[CH3:10])[CH3:18]. Given the reactants [NH2:1][C:2]1[NH:6][N:5]=[CH:4][C:3]=1[C:7]#[N:8].[CH2:9]([CH:11]([C:17](=O)[CH3:18])[C:12](OCC)=[O:13])[CH3:10], predict the reaction product.